Dataset: Full USPTO retrosynthesis dataset with 1.9M reactions from patents (1976-2016). Task: Predict the reactants needed to synthesize the given product. Given the product [Cl:8][CH2:7][CH2:6][CH2:5][CH2:4][CH2:3][CH2:2][C@@H:22]1[CH2:21][C:20]2[C@H:15]([CH2:16][CH2:17][C:18](=[O:32])[CH:19]=2)[C@@H:14]2[C@@H:23]1[C@H:24]1[C@@:28]([CH2:30][C@@H:13]2[F:12])([CH3:29])[C:27](=[O:31])[CH2:26][CH2:25]1, predict the reactants needed to synthesize it. The reactants are: Br[CH2:2][CH2:3][CH2:4][CH2:5][CH2:6][CH2:7][Cl:8].[Mg].[Br-].[Li+].[F:12][C@H:13]1[CH2:30][C@@:28]2([CH3:29])[C@@H:24]([CH2:25][CH2:26][C:27]2=[O:31])[C@H:23]2[C@H:14]1[C@@H:15]1[C:20]([CH:21]=[CH:22]2)=[CH:19][C:18](=[O:32])[CH2:17][CH2:16]1.